Predict the reaction yield, written as a fraction of the theoretical maximum amount of product (1.0 means a 100% yield; for example, 0.34 means a 34% yield). From a dataset of Reaction yield outcomes from USPTO patents with 853,638 reactions. (1) The reactants are [Cl-].O[NH3+].[C:4](=[O:7])([O-])[OH:5].[Na+].[CH2:9]([C:11]1[S:43][C:14]2[N:15]([CH2:28][C:29]3[CH:34]=[CH:33][C:32]([C:35]4[C:36]([C:41]#[N:42])=[CH:37][CH:38]=[CH:39][CH:40]=4)=[CH:31][CH:30]=3)[C:16](=[O:27])[C:17]([CH2:19][CH2:20][C:21]3[CH:26]=[CH:25][CH:24]=[CH:23][CH:22]=3)=[CH:18][C:13]=2[CH:12]=1)[CH3:10].[N:44]12CCCN=C1CCCCC2. The catalyst is C(Cl)(Cl)Cl.C(Cl)Cl.CS(C)=O. The product is [CH2:9]([C:11]1[S:43][C:14]2[N:15]([CH2:28][C:29]3[CH:30]=[CH:31][C:32]([C:35]4[CH:40]=[CH:39][CH:38]=[CH:37][C:36]=4[C:41]4[NH:44][C:4](=[O:7])[O:5][N:42]=4)=[CH:33][CH:34]=3)[C:16](=[O:27])[C:17]([CH2:19][CH2:20][C:21]3[CH:26]=[CH:25][CH:24]=[CH:23][CH:22]=3)=[CH:18][C:13]=2[CH:12]=1)[CH3:10]. The yield is 0.550. (2) The reactants are [C:1]([O:5][C:6]([NH:8][C@H:9]([CH2:13][C:14]#[CH:15])[C:10](O)=O)=[O:7])([CH3:4])([CH3:3])[CH3:2].[NH2:16][C:17]1[CH:25]=[C:24]([Cl:26])[CH:23]=[CH:22][C:18]=1[C:19]([OH:21])=O.P(OC1C=CC=CC=1)(OC1C=CC=CC=1)OC1C=CC=CC=1.[C:49]1([NH:55][NH2:56])[CH:54]=[CH:53][CH:52]=[CH:51][CH:50]=1. The catalyst is N1C=CC=CC=1. The product is [C:1]([O:5][C:6](=[O:7])[NH:8][C@@H:9]([C:10]1[N:56]([NH:55][C:49]2[CH:54]=[CH:53][CH:52]=[CH:51][CH:50]=2)[C:19](=[O:21])[C:18]2[C:17](=[CH:25][C:24]([Cl:26])=[CH:23][CH:22]=2)[N:16]=1)[CH2:13][C:14]#[CH:15])([CH3:4])([CH3:3])[CH3:2]. The yield is 0.534. (3) The reactants are C1(C)C=CC(C(C2C=CC(C)=CC=2)S(CC(N)=O)=[O:9])=CC=1.[F:22][C:23]1[CH:24]=[C:25]([CH:29]([C:35]2[CH:40]=[CH:39][CH:38]=[C:37]([F:41])[CH:36]=2)[S:30][CH2:31][C:32]([NH2:34])=[O:33])[CH:26]=[CH:27][CH:28]=1. No catalyst specified. The product is [F:22][C:23]1[CH:24]=[C:25]([CH:29]([C:35]2[CH:40]=[CH:39][CH:38]=[C:37]([F:41])[CH:36]=2)[S:30]([CH2:31][C:32]([NH2:34])=[O:33])=[O:9])[CH:26]=[CH:27][CH:28]=1. The yield is 0.700. (4) The reactants are [NH2:1][C:2]1[N:7]=[C:6](S)[N:5]=[C:4]([OH:9])[C:3]=1[CH2:10][CH:11]([O:15][CH2:16][CH3:17])[O:12][CH2:13][CH3:14]. The catalyst is O.[Ni]. The product is [NH2:1][C:2]1[N:7]=[CH:6][N:5]=[C:4]([OH:9])[C:3]=1[CH2:10][CH:11]([O:15][CH2:16][CH3:17])[O:12][CH2:13][CH3:14]. The yield is 0.710. (5) The reactants are Cl[C:2]1[N:7]=[C:6]([O:8][CH3:9])[N:5]=[C:4]([NH:10][C:11]2[CH:16]=[CH:15][C:14]([N:17]3[CH:21]=[C:20]([CH3:22])[N:19]=[CH:18]3)=[C:13]([O:23][CH3:24])[CH:12]=2)[N:3]=1.[F:25][C:26]1[CH:27]=[C:28]([OH:34])[CH:29]=[C:30]([F:33])[C:31]=1[F:32]. The catalyst is C(OCC)(=O)C. The product is [CH3:24][O:23][C:13]1[CH:12]=[C:11]([NH:10][C:4]2[N:5]=[C:6]([O:8][CH3:9])[N:7]=[C:2]([O:34][C:28]3[CH:27]=[C:26]([F:25])[C:31]([F:32])=[C:30]([F:33])[CH:29]=3)[N:3]=2)[CH:16]=[CH:15][C:14]=1[N:17]1[CH:21]=[C:20]([CH3:22])[N:19]=[CH:18]1. The yield is 0.250. (6) The reactants are F[C:2]1[CH:7]=[CH:6][C:5]([N+:8]([O-:10])=[O:9])=[C:4]([F:11])[C:3]=1[F:12].C([O-])([O-])=[O:14].[K+].[K+].[N:19]1([CH2:25][CH2:26]O)[CH2:24][CH2:23][NH:22][CH2:21][CH2:20]1. The yield is 0.675. The catalyst is CN(C=O)C. The product is [F:12][C:3]1[C:4]([F:11])=[C:5]([N+:8]([O-:10])=[O:9])[CH:6]=[CH:7][C:2]=1[N:22]1[CH2:23][CH2:24][N:19]([CH:25]([OH:14])[CH3:26])[CH2:20][CH2:21]1. (7) The reactants are N[C:2]1[CH:3]=[C:4]2[C:8](=[CH:9][CH:10]=1)[NH:7][N:6]=[CH:5]2.Cl.N([O-])=O.[Na+].[I-:16].[K+]. The catalyst is O. The product is [I:16][C:2]1[CH:3]=[C:4]2[C:8](=[CH:9][CH:10]=1)[NH:7][N:6]=[CH:5]2. The yield is 0.750. (8) The reactants are Br.C[O:3][C:4]1[CH:9]=[CH:8][C:7]([C:10]2[CH:15]=[CH:14][C:13]([CH2:16][C:17]([O:19]C)=[O:18])=[CH:12][CH:11]=2)=[CH:6][CH:5]=1. The catalyst is C(O)(=O)C. The product is [OH:3][C:4]1[CH:5]=[CH:6][C:7]([C:10]2[CH:15]=[CH:14][C:13]([CH2:16][C:17]([OH:19])=[O:18])=[CH:12][CH:11]=2)=[CH:8][CH:9]=1. The yield is 0.820.